Predict the reaction yield, written as a fraction of the theoretical maximum amount of product (1.0 means a 100% yield; for example, 0.34 means a 34% yield). From a dataset of Reaction yield outcomes from USPTO patents with 853,638 reactions. (1) The reactants are [Cl:1][C:2]1[C:10]([F:11])=[CH:9][C:5]([C:6]([OH:8])=[O:7])=[C:4]([NH:12][C:13]2[CH:18]=[CH:17][C:16]([Si:19]([CH3:22])([CH3:21])[CH3:20])=[CH:15][C:14]=2[F:23])[N:3]=1.[C:24](Cl)(=O)C(Cl)=O. The catalyst is ClCCl.CN(C=O)C. The product is [CH3:24][O:7][C:6](=[O:8])[C:5]1[CH:9]=[C:10]([F:11])[C:2]([Cl:1])=[N:3][C:4]=1[NH:12][C:13]1[CH:18]=[CH:17][C:16]([Si:19]([CH3:20])([CH3:22])[CH3:21])=[CH:15][C:14]=1[F:23]. The yield is 0.920. (2) The reactants are [C:1]([C:4]1[C:5]([C:29]2[CH:34]=[CH:33][CH:32]=[C:31]([F:35])[CH:30]=2)=[N:6][N:7]2[CH2:12][CH2:11][N:10]([C:13]([NH:15][CH:16]3[CH2:21][CH2:20][N:19](C(OC(C)(C)C)=O)[CH2:18][CH2:17]3)=[O:14])[CH2:9][C:8]=12)(=[O:3])[NH2:2].C(O)(C(F)(F)F)=O. The catalyst is C(Cl)Cl. The product is [F:35][C:31]1[CH:30]=[C:29]([C:5]2[C:4]([C:1]([NH2:2])=[O:3])=[C:8]3[CH2:9][N:10]([C:13]([NH:15][CH:16]4[CH2:17][CH2:18][NH:19][CH2:20][CH2:21]4)=[O:14])[CH2:11][CH2:12][N:7]3[N:6]=2)[CH:34]=[CH:33][CH:32]=1. The yield is 0.800.